This data is from Reaction yield outcomes from USPTO patents with 853,638 reactions. The task is: Predict the reaction yield, written as a fraction of the theoretical maximum amount of product (1.0 means a 100% yield; for example, 0.34 means a 34% yield). (1) The product is [NH:29]1[C:25]([CH2:24][CH2:23][CH2:22][O:21][C:18]2[CH:19]=[CH:20][C:15]([CH2:14][CH2:13][CH2:12][CH2:11][NH2:10])=[CH:16][CH:17]=2)=[N:26][N:27]=[N:28]1. The reactants are C(OC(=O)[NH:10][CH2:11][CH2:12][CH2:13][CH2:14][C:15]1[CH:20]=[CH:19][C:18]([O:21][CH2:22][CH2:23][CH2:24][C:25]2[NH:29][N:28]=[N:27][N:26]=2)=[CH:17][CH:16]=1)C1C=CC=CC=1. The catalyst is CO.ClCCl.[Pd]. The yield is 0.990. (2) The reactants are [C:1]1([C@@H:7]2[CH2:11][O:10][C:9](=[O:12])[NH:8]2)[CH:6]=[CH:5][CH:4]=[CH:3][CH:2]=1.C([Li])CCC.CCCCCC.[Cl:24][C:25](OC(Cl)(Cl)Cl)=[O:26]. The catalyst is C1COCC1. The product is [O:12]=[C:9]1[N:8]([C:25]([Cl:24])=[O:26])[C@H:7]([C:1]2[CH:2]=[CH:3][CH:4]=[CH:5][CH:6]=2)[CH2:11][O:10]1. The yield is 0.650. (3) The reactants are [N:1]1([CH2:7][CH2:8][NH2:9])[CH2:6][CH2:5][CH2:4][CH2:3][CH2:2]1.Br[C:11]1[CH:12]=[C:13]2[C:22](=[C:23]3[C:28]=1[CH:27]=[CH:26][CH:25]=[N:24]3)[NH:21][S:20](=[O:30])(=[O:29])[C:19]1[C:14]2=[CH:15][CH:16]=[CH:17][CH:18]=1.C1CCN2C(=NCCC2)CC1.C1C[O:45][CH2:44]C1. No catalyst specified. The product is [N:1]1([CH2:7][CH2:8][NH:9][C:44]([C:11]2[CH:12]=[C:13]3[C:22](=[C:23]4[C:28]=2[CH:27]=[CH:26][CH:25]=[N:24]4)[NH:21][S:20](=[O:30])(=[O:29])[C:19]2[C:14]3=[CH:15][CH:16]=[CH:17][CH:18]=2)=[O:45])[CH2:6][CH2:5][CH2:4][CH2:3][CH2:2]1. The yield is 0.350.